Predict which catalyst facilitates the given reaction. From a dataset of Catalyst prediction with 721,799 reactions and 888 catalyst types from USPTO. (1) Reactant: [C:1]([C:4]1[CH:8]=[CH:7][S:6][CH:5]=1)(=[O:3])[CH3:2].C([O-])(=O)C.[Na+].[Br:14]Br.O. Product: [Br:14][C:7]1[S:6][CH:5]=[C:4]([C:1](=[O:3])[CH3:2])[CH:8]=1. The catalyst class is: 15. (2) Reactant: [C:1]1(=[O:11])[NH:5][C:4](=[O:6])[C:3]2=[CH:7][CH:8]=[CH:9][CH:10]=[C:2]12.[K].Cl[CH2:14][CH2:15][CH2:16][C:17](=[O:19])[CH3:18]. Product: [O:19]=[C:17]([CH3:18])[CH2:16][CH2:15][CH2:14][N:5]1[C:1](=[O:11])[C:2]2[C:3](=[CH:7][CH:8]=[CH:9][CH:10]=2)[C:4]1=[O:6]. The catalyst class is: 3. (3) Product: [F:16][C:2]([F:1])([C:8]1[CH:13]=[CH:12][C:11](=[O:14])[N:10]([CH3:15])[CH:9]=1)[C:3]([OH:5])=[O:4]. Reactant: [F:1][C:2]([F:16])([C:8]1[CH:13]=[CH:12][C:11](=[O:14])[N:10]([CH3:15])[CH:9]=1)[C:3]([O:5]CC)=[O:4].CO.O.[OH-].[Li+]. The catalyst class is: 7. (4) Reactant: [N:1]#[C:2][NH2:3].[CH3:4][O-].[Na+].[Cl:7][C:8]1[CH:13]=[C:12]([N:14]=[C:15]=[S:16])[CH:11]=[C:10]([Cl:17])[C:9]=1[CH:18]1[CH2:20][CH2:19]1.IC. Product: [C:2](/[N:3]=[C:15](\[S:16][CH3:4])/[NH:14][C:12]1[CH:13]=[C:8]([Cl:7])[C:9]([CH:18]2[CH2:19][CH2:20]2)=[C:10]([Cl:17])[CH:11]=1)#[N:1]. The catalyst class is: 442. (5) Reactant: N[C:2]1([CH2:24][CH3:25])[CH2:7][CH2:6][CH:5]([O:8][C:9]2[C:20]3[C:19]4[C@@H:18]([CH2:21][CH2:22][OH:23])[CH2:17][CH2:16][C:15]=4[S:14][C:13]=3[N:12]=[CH:11][N:10]=2)[CH2:4][CH2:3]1.[CH2:26]=O.[BH3-][C:29]#[N:30].[Na+]. Product: [CH3:26][N:30]([CH3:29])[C:2]1([CH2:24][CH3:25])[CH2:7][CH2:6][CH:5]([O:8][C:9]2[C:20]3[C:19]4[C@@H:18]([CH2:21][CH2:22][OH:23])[CH2:17][CH2:16][C:15]=4[S:14][C:13]=3[N:12]=[CH:11][N:10]=2)[CH2:4][CH2:3]1. The catalyst class is: 24. (6) Reactant: [CH3:1][O:2][CH2:3][O:4][C:5]1[C:18]2[S:17][C:16]3[C:11](=[CH:12][CH:13]=[CH:14][CH:15]=3)[S:10][C:9]=2[C:8](B2OC(C)(C)C(C)(C)O2)=[CH:7][CH:6]=1.Cl[C:29]1[O:30][C:31]([N:36]2[CH2:41][CH2:40][O:39][CH2:38][CH2:37]2)=[CH:32][C:33](=[O:35])[CH:34]=1.C(=O)([O-])[O-].[K+].[K+]. Product: [CH3:1][O:2][CH2:3][O:4][C:5]1[C:18]2[S:17][C:16]3[C:11](=[CH:12][CH:13]=[CH:14][CH:15]=3)[S:10][C:9]=2[C:8]([C:29]2[O:30][C:31]([N:36]3[CH2:37][CH2:38][O:39][CH2:40][CH2:41]3)=[CH:32][C:33](=[O:35])[CH:34]=2)=[CH:7][CH:6]=1. The catalyst class is: 12.